From a dataset of Forward reaction prediction with 1.9M reactions from USPTO patents (1976-2016). Predict the product of the given reaction. (1) Given the reactants [CH3:1][O:2][C:3](=[O:37])[CH:4]([C:15](=[O:36])[C:16]([N:27]1[CH:31]=[CH:30][CH:29]=[C:28]1[C:32]([O:34][CH3:35])=[O:33])([CH3:26])[CH2:17][C:18]1[CH:23]=[CH:22][C:21]([F:24])=[C:20]([Cl:25])[CH:19]=1)C(OCC1C=CC=CC=1)=O.CO, predict the reaction product. The product is: [CH3:35][O:34][C:32]([C:28]1[N:27]([C:16]([CH2:17][C:18]2[CH:23]=[CH:22][C:21]([F:24])=[C:20]([Cl:25])[CH:19]=2)([CH3:26])[C:15](=[O:36])[CH2:4][C:3]([O:2][CH3:1])=[O:37])[CH:31]=[CH:30][CH:29]=1)=[O:33]. (2) The product is: [O:12]=[C:10]1[CH2:9][N:8]([C:1]([O:3][C:4]([CH3:7])([CH3:6])[CH3:5])=[O:2])[CH2:11][C:16]([C:17]2[CH:22]=[CH:21][CH:20]=[CH:19][CH:18]=2)=[C:15]1[Si:14]([CH3:23])([CH3:13])[CH3:24]. Given the reactants [C:1]([N:8]1[CH2:11][C:10](=[O:12])[CH2:9]1)([O:3][C:4]([CH3:7])([CH3:6])[CH3:5])=[O:2].[CH3:13][Si:14]([CH3:24])([CH3:23])[C:15]#[C:16][C:17]1[CH:22]=[CH:21][CH:20]=[CH:19][CH:18]=1, predict the reaction product. (3) Given the reactants [F:1][C:2]1[C:3](F)=[C:4]2[O:9][CH2:8][C@H:7]([CH3:10])[N:6]3[CH:11]=[C:12]([C:17]([OH:19])=[O:18])[C:13](=[O:16])[C:14]([CH:15]=1)=[C:5]23.[CH3:21][N:22]1[CH2:27][CH2:26][NH:25][CH2:24][CH2:23]1.C(O)(C)C, predict the reaction product. The product is: [CH3:10][C@@H:7]1[N:6]2[C:5]3[C:14]([C:13]([C:12]([C:17]([OH:19])=[O:18])=[CH:11]2)=[O:16])=[CH:15][C:2]([F:1])=[C:3]([N:25]2[CH2:26][CH2:27][N:22]([CH3:21])[CH2:23][CH2:24]2)[C:4]=3[O:9][CH2:8]1.